From a dataset of Peptide-MHC class I binding affinity with 185,985 pairs from IEDB/IMGT. Regression. Given a peptide amino acid sequence and an MHC pseudo amino acid sequence, predict their binding affinity value. This is MHC class I binding data. The peptide sequence is VLYDEFVTI. The MHC is HLA-B35:01 with pseudo-sequence HLA-B35:01. The binding affinity (normalized) is 0.